Dataset: Full USPTO retrosynthesis dataset with 1.9M reactions from patents (1976-2016). Task: Predict the reactants needed to synthesize the given product. (1) Given the product [CH:1]([NH:4][C:5]1[N:10]=[C:9]([NH:11][C:12]2[CH:17]=[CH:16][N:15]=[C:14]([C:18]([F:19])([F:21])[F:20])[CH:13]=2)[N:8]=[C:7]([CH:22]2[CH2:27][CH2:26][CH2:25][CH:24]([OH:28])[CH2:23]2)[N:6]=1)([CH3:3])[CH3:2], predict the reactants needed to synthesize it. The reactants are: [CH:1]([NH:4][C:5]1[N:10]=[C:9]([NH:11][C:12]2[CH:17]=[CH:16][N:15]=[C:14]([C:18]([F:21])([F:20])[F:19])[CH:13]=2)[N:8]=[C:7]([CH:22]2[CH2:27][CH2:26][CH2:25][C:24](=[O:28])[CH2:23]2)[N:6]=1)([CH3:3])[CH3:2].[BH4-].[Na+]. (2) Given the product [C:28]([N:9]([C:1](=[O:8])[C:2]1[CH:7]=[CH:6][CH:5]=[CH:4][CH:3]=1)[C:10]1[N:18]=[CH:17][N:16]=[C:15]2[C:11]=1[N:12]=[CH:13][N:14]2[C@@H:19]1[O:27][CH2:26][C@@H:24]([OH:25])[C@@H:22]([OH:23])[C@H:20]1[O:21][C:36](=[O:37])[C:38]1[CH:43]=[CH:42][CH:41]=[CH:40][CH:39]=1)(=[O:35])[C:29]1[CH:34]=[CH:33][CH:32]=[CH:31][CH:30]=1, predict the reactants needed to synthesize it. The reactants are: [C:1]([N:9]([C:28](=[O:35])[C:29]1[CH:34]=[CH:33][CH:32]=[CH:31][CH:30]=1)[C:10]1[N:18]=[CH:17][N:16]=[C:15]2[C:11]=1[N:12]=[CH:13][N:14]2[C@@H:19]1[O:27][CH2:26][C@@H:24]([OH:25])[C@@H:22]([OH:23])[C@H:20]1[OH:21])(=[O:8])[C:2]1[CH:7]=[CH:6][CH:5]=[CH:4][CH:3]=1.[C:36](Cl)([C:38]1[CH:43]=[CH:42][CH:41]=[CH:40][CH:39]=1)=[O:37]. (3) Given the product [Cl:1][C:2]1[CH:3]=[C:4]([CH:17]=[CH:18][C:19]=1[O:20][CH2:21][C:22]1[CH:27]=[N:26][CH:25]=[CH:24][N:23]=1)[NH:5][C:6]1[C:15]2[C:10](=[CH:11][CH:12]=[CH:13][C:14]=2[O:32][CH2:31][CH2:30][N:29]([CH3:33])[CH3:28])[N:9]=[CH:8][N:7]=1, predict the reactants needed to synthesize it. The reactants are: [Cl:1][C:2]1[CH:3]=[C:4]([CH:17]=[CH:18][C:19]=1[O:20][CH2:21][C:22]1[CH:27]=[N:26][CH:25]=[CH:24][N:23]=1)[NH:5][C:6]1[C:15]2[C:10](=[CH:11][CH:12]=[CH:13][C:14]=2F)[N:9]=[CH:8][N:7]=1.[CH3:28][N:29]([CH3:33])[CH2:30][CH2:31][OH:32].